Dataset: Cav3 T-type calcium channel HTS with 100,875 compounds. Task: Binary Classification. Given a drug SMILES string, predict its activity (active/inactive) in a high-throughput screening assay against a specified biological target. (1) The compound is S(c1n(c(nn1)Cc1[nH]c(=O)[nH]c(=O)c1)c1cc(OC)ccc1)C(C)C. The result is 0 (inactive). (2) The compound is Clc1c(n2ncc3c2ncnc3SCC(=O)Nc2sc3c(CCCC3)c2C(OC)=O)cccc1. The result is 0 (inactive). (3) The compound is O=C1N(CC(C1)C(=O)Nc1c(c(ccc1)C)C)c1ccccc1. The result is 0 (inactive). (4) The compound is O=C1CC(Cc2n(c(=O)c(cc12)C(O)=O)c1ccccc1)(C)C. The result is 0 (inactive). (5) The compound is S(c1nc(Oc2cc(NC(=O)c3ccc(cc3)C)ccc2)c(cn1)C(OCC)=O)C. The result is 0 (inactive). (6) The drug is S(c1nc(N)c(c(CC)c1C#N)C#N)CC(OCCC)=O. The result is 0 (inactive). (7) The drug is Clc1ccc(NC(=O)CS(=O)(=O)Cc2ccccc2)nc1. The result is 0 (inactive). (8) The drug is S(=O)(=O)(N1CCOCC1)c1ccc(C(OCC(=O)NC2C(CCCC2)C)=O)cc1. The result is 0 (inactive). (9) The compound is N1(CCN(CC1)c1nc2c(cc1C#N)cc(cc2)C)Cc1n(nnn1)C(CC)(C)C. The result is 0 (inactive). (10) The drug is O1C(OCc2ccc(cc2)CO)CC(c2c3c(n(c2)C(=O)C)cccc3)C=C1C(=O)Nc1ccccc1. The result is 0 (inactive).